Task: Predict the reactants needed to synthesize the given product.. Dataset: Full USPTO retrosynthesis dataset with 1.9M reactions from patents (1976-2016) (1) The reactants are: [S:1]1[CH:5]=[CH:4][C:3]([CH:6]([CH2:9][CH3:10])[C:7]#[N:8])=[CH:2]1.[Li+].[CH3:12][Si]([N-][Si](C)(C)C)(C)C.IC. Given the product [CH3:12][C:6]([C:3]1[CH:4]=[CH:5][S:1][CH:2]=1)([CH2:9][CH3:10])[C:7]#[N:8], predict the reactants needed to synthesize it. (2) Given the product [S:8]1[CH:9]=[CH:10][C:6]2[CH:5]=[CH:4][CH:3]=[C:2]([CH:19]([C:18]3[CH:21]=[CH:22][C:15]([CH3:14])=[CH:16][CH:17]=3)[OH:20])[C:7]1=2, predict the reactants needed to synthesize it. The reactants are: Br[C:2]1[C:7]2[S:8][CH:9]=[CH:10][C:6]=2[CH:5]=[CH:4][CH:3]=1.[Mg].II.[CH3:14][C:15]1[CH:22]=[CH:21][C:18]([CH:19]=[O:20])=[CH:17][CH:16]=1.[Cl-].[NH4+]. (3) Given the product [Cl:43][C:42]1[CH:41]=[CH:40][CH:39]=[C:38]([Cl:44])[C:37]=1[C:30]1[C:29]([CH2:28][O:1][C:2]2[CH:3]=[C:4]3[C:8](=[CH:9][CH:10]=2)[CH2:7][CH:6]([C:11]2[CH:12]=[C:13]([CH:18]=[CH:19][CH:20]=2)[C:14]([O:16][CH3:17])=[O:15])[CH2:5]3)=[C:33]([CH:34]([CH3:36])[CH3:35])[O:32][N:31]=1, predict the reactants needed to synthesize it. The reactants are: [OH:1][C:2]1[CH:3]=[C:4]2[C:8](=[CH:9][CH:10]=1)[CH2:7][CH:6]([C:11]1[CH:12]=[C:13]([CH:18]=[CH:19][CH:20]=1)[C:14]([O:16][CH3:17])=[O:15])[CH2:5]2.C(=O)([O-])[O-].[Cs+].[Cs+].Cl[CH2:28][C:29]1[C:30]([C:37]2[C:42]([Cl:43])=[CH:41][CH:40]=[CH:39][C:38]=2[Cl:44])=[N:31][O:32][C:33]=1[CH:34]([CH3:36])[CH3:35]. (4) Given the product [CH3:8][O:9][C:10]([C:12]1[NH:13][CH:14]=[C:15]([CH2:17][C:18]2[CH:23]=[CH:22][CH:21]=[CH:20][CH:19]=2)[CH:16]=1)=[O:11], predict the reactants needed to synthesize it. The reactants are: C([SiH](CC)CC)C.[CH3:8][O:9][C:10]([C:12]1[NH:13][CH:14]=[C:15]([C:17](=O)[C:18]2[CH:23]=[CH:22][CH:21]=[CH:20][CH:19]=2)[CH:16]=1)=[O:11].